This data is from Peptide-MHC class I binding affinity with 185,985 pairs from IEDB/IMGT. The task is: Regression. Given a peptide amino acid sequence and an MHC pseudo amino acid sequence, predict their binding affinity value. This is MHC class I binding data. The peptide sequence is MEVTARWLW. The MHC is HLA-B44:02 with pseudo-sequence HLA-B44:02. The binding affinity (normalized) is 0.931.